Dataset: Peptide-MHC class I binding affinity with 185,985 pairs from IEDB/IMGT. Task: Regression. Given a peptide amino acid sequence and an MHC pseudo amino acid sequence, predict their binding affinity value. This is MHC class I binding data. (1) The binding affinity (normalized) is 0.0847. The MHC is HLA-A01:01 with pseudo-sequence HLA-A01:01. The peptide sequence is KQWGWFALL. (2) The peptide sequence is LPFYSNVTGF. The MHC is HLA-B53:01 with pseudo-sequence HLA-B53:01. The binding affinity (normalized) is 0.595. (3) The peptide sequence is VQIGEYTFEK. The MHC is HLA-A33:01 with pseudo-sequence HLA-A33:01. The binding affinity (normalized) is 0.138. (4) The peptide sequence is SSIEFARL. The MHC is H-2-Kb with pseudo-sequence H-2-Kb. The binding affinity (normalized) is 1.00.